The task is: Predict the reactants needed to synthesize the given product.. This data is from Full USPTO retrosynthesis dataset with 1.9M reactions from patents (1976-2016). (1) The reactants are: [CH:1]([O:4][C:5]1[N:10]=[C:9]([C:11]2[C:19]3[C:14](=[CH:15][CH:16]=[C:17]([C:20]4[N:24]=[C:23]([NH2:25])[O:22][N:21]=4)[CH:18]=3)[N:13](S(C3C=CC(C)=CC=3)(=O)=O)[CH:12]=2)[CH:8]=[CH:7][CH:6]=1)([CH3:3])[CH3:2].[OH-].[Na+]. Given the product [CH:1]([O:4][C:5]1[N:10]=[C:9]([C:11]2[C:19]3[C:14](=[CH:15][CH:16]=[C:17]([C:20]4[N:24]=[C:23]([NH2:25])[O:22][N:21]=4)[CH:18]=3)[NH:13][CH:12]=2)[CH:8]=[CH:7][CH:6]=1)([CH3:3])[CH3:2], predict the reactants needed to synthesize it. (2) Given the product [Br:15][C:13]1[C:12]2[CH2:11][CH2:10][CH2:9][CH2:8][C:7]=2[CH:6]=[C:5]([OH:4])[CH:14]=1, predict the reactants needed to synthesize it. The reactants are: C([O:4][C:5]1[CH:6]=[C:7]2[C:12](=[C:13]([Br:15])[CH:14]=1)[CH2:11][CH2:10][CH2:9][CH2:8]2)(=O)C.C[O-].[Na+]. (3) Given the product [Cl:23][C:17]1[C:18]([Cl:22])=[CH:19][CH:20]=[CH:21][C:16]=1[S:13]([NH:12][C:9]1[N:10]=[CH:11][C:6]([S:5][CH2:4][C:3]([OH:26])=[O:2])=[N:7][C:8]=1[O:24][CH3:25])(=[O:15])=[O:14], predict the reactants needed to synthesize it. The reactants are: C[O:2][C:3](=[O:26])[CH2:4][S:5][C:6]1[CH:11]=[N:10][C:9]([NH:12][S:13]([C:16]2[CH:21]=[CH:20][CH:19]=[C:18]([Cl:22])[C:17]=2[Cl:23])(=[O:15])=[O:14])=[C:8]([O:24][CH3:25])[N:7]=1.[OH-].[Li+]. (4) The reactants are: [C:1]([C:5]1[O:9][N:8]=[C:7]([NH:10][C:11](=[O:45])[NH:12][C:13]2[CH:14]=[C:15]([CH:42]=[CH:43][CH:44]=2)[O:16][C:17]2[C:26]3[C:21](=[CH:22][C:23]([O:29][C@@H:30]4[CH2:34][CH2:33][N:32](C(OC(C)(C)C)=O)[CH2:31]4)=[C:24]([O:27][CH3:28])[CH:25]=3)[N:20]=[CH:19][N:18]=2)[CH:6]=1)([CH3:4])([CH3:3])[CH3:2].[ClH:46].Cl.C(C1ON=C(NC(NC2C=CC=C(OC3C4C(=CC(O[C@H]5CCNC5)=C(OC)C=4)N=CN=3)C=2)=O)C=1)(C)(C)C. Given the product [ClH:46].[ClH:46].[C:1]([C:5]1[O:9][N:8]=[C:7]([NH:10][C:11]([NH:12][C:13]2[CH:44]=[CH:43][CH:42]=[C:15]([O:16][C:17]3[C:26]4[C:21](=[CH:22][C:23]([O:29][C@@H:30]5[CH2:34][CH2:33][NH:32][CH2:31]5)=[C:24]([O:27][CH3:28])[CH:25]=4)[N:20]=[CH:19][N:18]=3)[CH:14]=2)=[O:45])[CH:6]=1)([CH3:4])([CH3:2])[CH3:3], predict the reactants needed to synthesize it. (5) Given the product [CH2:20]([O:22][C:23]1[CH:28]=[CH:27][C:26]([C:29]2[CH2:34][CH2:33][CH:32]([CH:35]3[CH2:39][CH2:38][CH:37]([CH2:40][CH2:41][CH3:42])[CH2:36]3)[CH2:31][CH:30]=2)=[C:25]([F:44])[C:24]=1[F:45])[CH3:21], predict the reactants needed to synthesize it. The reactants are: C1(C)C=CC=CC=1.O.C1(C)C=CC(S(O)(=O)=O)=CC=1.[CH2:20]([O:22][C:23]1[CH:28]=[CH:27][C:26]([C:29]2(O)[CH2:34][CH2:33][CH:32]([CH:35]3[CH2:39][CH2:38][CH:37]([CH2:40][CH2:41][CH3:42])[CH2:36]3)[CH2:31][CH2:30]2)=[C:25]([F:44])[C:24]=1[F:45])[CH3:21]. (6) Given the product [O:21]=[C:20]1[C:19]2[C:18](=[CH:25][CH:24]=[CH:23][CH:22]=2)[C:17](=[O:26])[N:1]1[CH2:2][CH2:3][CH2:4][N:5]1[CH2:9][CH2:8][CH:7]([C:10]#[N:11])[CH2:6]1, predict the reactants needed to synthesize it. The reactants are: [NH2:1][CH2:2][CH2:3][CH2:4][N:5]1[CH2:9][CH2:8][CH:7]([C:10]#[N:11])[CH2:6]1.BrCCCN1[C:20](=[O:21])[C:19]2=[CH:22][CH:23]=[CH:24][CH:25]=[C:18]2[C:17]1=[O:26].C([O-])([O-])=O.[K+].[K+]. (7) Given the product [Br:23][C:24]1[CH:29]=[C:28]([C:11]2[C:3]([O:2][CH3:1])=[C:4]3[C:8](=[CH:9][CH:10]=2)[N:7]([CH3:21])[C:6](=[O:22])[CH2:5]3)[CH:27]=[N:26][CH:25]=1, predict the reactants needed to synthesize it. The reactants are: [CH3:1][O:2][C:3]1[C:11](B2OC(C)(C)C(C)(C)O2)=[CH:10][CH:9]=[C:8]2[C:4]=1[CH2:5][C:6](=[O:22])[N:7]2[CH3:21].[Br:23][C:24]1[CH:25]=[N:26][CH:27]=[C:28](Br)[CH:29]=1.COCCOC.C(=O)([O-])[O-].[Na+].[Na+].